From a dataset of Forward reaction prediction with 1.9M reactions from USPTO patents (1976-2016). Predict the product of the given reaction. Given the reactants [C:1]([O:10]C)(=O)[C:2]1[C:3](=[CH:5][CH:6]=[CH:7][CH:8]=1)[SH:4].[C:12]([C:14]1[CH:15]=[CH:16][C:17]([O:20][CH2:21][CH2:22][CH2:23][CH2:24][CH2:25][C:26]([O:28][CH2:29][CH3:30])=[O:27])=[N:18][CH:19]=1)#[N:13].C(N(CC)CC)C, predict the reaction product. The product is: [O:10]=[C:1]1[C:2]2[CH:8]=[CH:7][CH:6]=[CH:5][C:3]=2[S:4][C:12]([C:14]2[CH:15]=[CH:16][C:17]([O:20][CH2:21][CH2:22][CH2:23][CH2:24][CH2:25][C:26]([O:28][CH2:29][CH3:30])=[O:27])=[N:18][CH:19]=2)=[N:13]1.